Task: Predict the reaction yield, written as a fraction of the theoretical maximum amount of product (1.0 means a 100% yield; for example, 0.34 means a 34% yield).. Dataset: Reaction yield outcomes from USPTO patents with 853,638 reactions (1) The reactants are [Br:1][C:2]1[CH:3]=[C:4]([Cl:14])[C:5]2[O:9][CH:8]([CH2:10][OH:11])[CH:7]([OH:12])[C:6]=2[CH:13]=1.C(N(CC)CC)C.[CH3:22][S:23](Cl)(=[O:25])=[O:24].O. The catalyst is ClCCl. The product is [CH3:22][S:23]([O:11][CH2:10][CH:8]1[CH:7]([OH:12])[C:6]2[CH:13]=[C:2]([Br:1])[CH:3]=[C:4]([Cl:14])[C:5]=2[O:9]1)(=[O:25])=[O:24]. The yield is 0.240. (2) The product is [CH3:24][N:25]([CH3:45])[C@H:26]1[CH2:31][CH2:30][CH2:29][N:28]([C:32]2[CH:40]=[CH:39][C:35]([C:36]([NH:1][C@H:2]3[C@H:7]4[C@@H:3]3[O:4][C:5]3[CH:11]=[CH:10][C:9]([O:12][C:13]5[C:14]6[CH2:15][CH2:16][C:17](=[O:23])[NH:18][C:19]=6[N:20]=[CH:21][CH:22]=5)=[CH:8][C:6]=34)=[O:37])=[CH:34][C:33]=2[C:41]([F:44])([F:42])[F:43])[CH2:27]1. The reactants are [NH2:1][C@H:2]1[C@H:7]2[C@@H:3]1[O:4][C:5]1[CH:11]=[CH:10][C:9]([O:12][C:13]3[CH:22]=[CH:21][N:20]=[C:19]4[C:14]=3[CH2:15][CH2:16][C:17](=[O:23])[NH:18]4)=[CH:8][C:6]=12.[CH3:24][N:25]([CH3:45])[C@H:26]1[CH2:31][CH2:30][CH2:29][N:28]([C:32]2[CH:40]=[CH:39][C:35]([C:36](O)=[O:37])=[CH:34][C:33]=2[C:41]([F:44])([F:43])[F:42])[CH2:27]1.CCN(C(C)C)C(C)C.CN(C(ON1N=NC2C=CC=NC1=2)=[N+](C)C)C.F[P-](F)(F)(F)(F)F. The catalyst is CN(C=O)C.O. The yield is 0.220. (3) The reactants are [N:1]1([C:12]([O:14][CH2:15][C:16]2[CH:21]=[CH:20][CH:19]=[CH:18][CH:17]=2)=[O:13])[CH2:6][CH2:5][CH2:4][CH:3]([C:7]([O:9][CH2:10][CH3:11])=[O:8])[CH2:2]1.C[Si]([N-][Si](C)(C)C)(C)C.[Li+].C1COCC1.Cl[S:38][C:39]([O:41][CH3:42])=[O:40]. The catalyst is C1COCC1.C(OCC)(=O)C. The product is [CH3:42][O:41][C:39]([S:38][C:3]1([C:7]([O:9][CH2:10][CH3:11])=[O:8])[CH2:4][CH2:5][CH2:6][N:1]([C:12]([O:14][CH2:15][C:16]2[CH:21]=[CH:20][CH:19]=[CH:18][CH:17]=2)=[O:13])[CH2:2]1)=[O:40]. The yield is 0.390. (4) The reactants are [Cl:1][C:2]1[CH:7]=[C:6]([CH2:8][CH3:9])[N:5]=[C:4]([C:10]2[CH:15]=[CH:14][CH:13]=[C:12]([Cl:16])[CH:11]=2)[N:3]=1.[CH3:17][N:18]([CH3:28])[CH2:19][CH2:20][C:21]1[CH:27]=[CH:26][C:24]([NH2:25])=[CH:23][CH:22]=1. No catalyst specified. The product is [ClH:1].[Cl:16][C:12]1[CH:11]=[C:10]([C:4]2[N:3]=[C:2]([NH:25][C:24]3[CH:23]=[CH:22][C:21]([CH2:20][CH2:19][N:18]([CH3:17])[CH3:28])=[CH:27][CH:26]=3)[CH:7]=[C:6]([CH2:8][CH3:9])[N:5]=2)[CH:15]=[CH:14][CH:13]=1. The yield is 0.720. (5) The reactants are F.F.F.C(N(CC)CC)C.[Si]([O:28][CH2:29][C@H:30]1[O:34][C@@H:33]([N:35]2[CH:42]=[C:41]([CH3:43])[C:39](=[O:40])[NH:38][C:36]2=[O:37])[C@H:32]([O:44][CH2:45][CH2:46][O:47][N:48]([CH3:50])[CH3:49])[C@@H:31]1[OH:51])(C(C)(C)C)(C1C=CC=CC=1)C1C=CC=CC=1.CO. The catalyst is C1COCC1.C(Cl)Cl. The product is [CH3:49][N:48]([CH3:50])[O:47][CH2:46][CH2:45][O:44][C@@H:32]1[C@H:31]([OH:51])[C@@H:30]([CH2:29][OH:28])[O:34][C@H:33]1[N:35]1[CH:42]=[C:41]([CH3:43])[C:39](=[O:40])[NH:38][C:36]1=[O:37]. The yield is 0.925. (6) The reactants are I.[NH2:2][CH2:3][CH2:4][NH:5][C:6]1[C:7]([C:11]2[N:15]([CH2:16][C:17]3[O:18][CH:19]=[C:20]([Br:22])[CH:21]=3)C(=O)[O:13][N:12]=2)=[N:8][O:9][N:10]=1.[S:24](N)([NH2:27])(=[O:26])=[O:25].[OH-].[Na+].O.C(O)(=O)C. The catalyst is N1C=CC=CC=1. The product is [NH2:27][S:24]([NH:2][CH2:3][CH2:4][NH:5][C:6]1[C:7]([C:11](=[N:12][OH:13])[NH:15][CH2:16][C:17]2[O:18][CH:19]=[C:20]([Br:22])[CH:21]=2)=[N:8][O:9][N:10]=1)(=[O:26])=[O:25]. The yield is 0.410.